Dataset: Experimentally validated miRNA-target interactions with 360,000+ pairs, plus equal number of negative samples. Task: Binary Classification. Given a miRNA mature sequence and a target amino acid sequence, predict their likelihood of interaction. The miRNA is hsa-miR-548x-5p with sequence UGCAAAAGUAAUUGCAGUUUUUG. The protein sequence of the target gene is MARRRAFPAFVLRLWSILPCLLLLRADAGQPPEESLYLWIDAHQARVLIGFEEDILIVSEGKMAPFTHDFRKAQQRMPAIPVNIHSMNFTWQASGQAEYFYEFLSLRSLDKGIMADPTVNVPRLGTVPHKASVVQVGFPCLGKQDGVAAFEVNVIVMNSEGNPILRTPQNAIFFKTCQQAECPGGCRNGGFCNERRVCECPDGFYGPHCEKALCIPRCMNGGLCVTPGFCICPPGFYGVNCDKANCSATCFNGGTCFYPGKCICPPGLEGEQCELSKCPQPCRNGGKCIGKSKCKCPKGY.... Result: 0 (no interaction).